Dataset: Forward reaction prediction with 1.9M reactions from USPTO patents (1976-2016). Task: Predict the product of the given reaction. (1) Given the reactants [CH3:1][C:2]1[C:10]([CH3:11])=[CH:9][CH:8]=[CH:7][C:3]=1[C:4]([OH:6])=[O:5].[N+]([O-])(O)=O.[Br:16]Br, predict the reaction product. The product is: [Br:16][C:8]1[CH:9]=[C:10]([CH3:11])[C:2]([CH3:1])=[C:3]([CH:7]=1)[C:4]([OH:6])=[O:5]. (2) The product is: [Br:1][C:2]1[CH:7]=[C:6]([S:8]([CH3:11])(=[O:9])=[O:10])[CH:5]=[CH:4][C:3]=1[O:12][CH3:13]. Given the reactants [Br:1][C:2]1[CH:7]=[C:6]([S:8]([CH3:11])(=[O:10])=[O:9])[CH:5]=[CH:4][C:3]=1[OH:12].[C:13]([O-])([O-])=O.[K+].[K+].CI.CCOC(C)=O, predict the reaction product.